From a dataset of Full USPTO retrosynthesis dataset with 1.9M reactions from patents (1976-2016). Predict the reactants needed to synthesize the given product. Given the product [C:1]([C:8]1[C:16]([O:17][C:25](=[O:27])[CH3:26])=[C:15]([NH2:18])[CH:14]=[CH:13][C:9]=1[C:10]([OH:12])=[O:11])([O:3][C:4]([CH3:7])([CH3:6])[CH3:5])=[O:2], predict the reactants needed to synthesize it. The reactants are: [C:1]([C:8]1[C:16]([OH:17])=[C:15]([NH2:18])[CH:14]=[CH:13][C:9]=1[C:10]([OH:12])=[O:11])([O:3][C:4]([CH3:7])([CH3:6])[CH3:5])=[O:2].N1C=CC=CC=1.[C:25](OC(=O)C)(=[O:27])[CH3:26].Cl.